This data is from Full USPTO retrosynthesis dataset with 1.9M reactions from patents (1976-2016). The task is: Predict the reactants needed to synthesize the given product. (1) Given the product [CH2:1]([O:3][C:4]([C:6]1[C:7]([C:13]([F:16])([F:15])[F:14])=[N:8][C:9]([N:29]2[CH2:30][CH2:31][N:26]([C:21]3[N:20]=[N:19][C:18]([Cl:17])=[C:23]([CH3:24])[C:22]=3[CH3:25])[CH2:27][C@H:28]2[CH3:32])=[N:10][CH:11]=1)=[O:5])[CH3:2], predict the reactants needed to synthesize it. The reactants are: [CH2:1]([O:3][C:4]([C:6]1[C:7]([C:13]([F:16])([F:15])[F:14])=[N:8][C:9](Cl)=[N:10][CH:11]=1)=[O:5])[CH3:2].[Cl:17][C:18]1[N:19]=[N:20][C:21]([N:26]2[CH2:31][CH2:30][NH:29][C@H:28]([CH3:32])[CH2:27]2)=[C:22]([CH3:25])[C:23]=1[CH3:24]. (2) Given the product [CH2:21]([C:22]1[C:24]2[C:25](=[O:26])[CH2:27][C:28]([CH3:32])([CH3:33])[CH2:29][C:30]=2[N:11]([C:8]2[CH:7]=[CH:6][C:3]([C:4]#[N:5])=[C:2]([F:1])[C:9]=2[F:10])[N:12]=1)[CH3:20], predict the reactants needed to synthesize it. The reactants are: [F:1][C:2]1[C:9]([F:10])=[C:8]([NH:11][NH2:12])[CH:7]=[CH:6][C:3]=1[C:4]#[N:5].FC(F)(F)C([O-])=O.[CH3:20][CH2:21][C:22]([CH:24]1[C:30](=O)[CH2:29][C:28]([CH3:33])([CH3:32])[CH2:27][C:25]1=[O:26])=O. (3) Given the product [Cl:46][C:47]1[CH:48]=[C:49]([N:54]2[C:11]([C:7]3[CH:8]=[N:9][CH:10]=[C:5]([O:4][C:3]([F:2])([F:21])[F:22])[CH:6]=3)=[CH:12][C:13]([C:14]([OH:16])=[O:15])=[N:55]2)[CH:50]=[CH:51][C:52]=1[F:53], predict the reactants needed to synthesize it. The reactants are: [Li].[F:2][C:3]([F:22])([F:21])[O:4][C:5]1[CH:6]=[C:7]([C:11]([O-])=[CH:12][C:13](=O)[C:14]([O:16]CC)=[O:15])[CH:8]=[N:9][CH:10]=1.ClC1C=C(C2N(C3C=CC=CN=3)N=C(C(O)=O)C=2)C=C(F)C=1.Cl.[Cl:46][C:47]1[CH:48]=[C:49]([NH:54][NH2:55])[CH:50]=[CH:51][C:52]=1[F:53]. (4) Given the product [CH2:1]([O:3][C:4](=[O:24])[CH:5]([O:21][CH2:22][CH3:23])[CH2:6][C:7]1[C:16]2[C:11](=[CH:12][CH:13]=[CH:14][CH:15]=2)[C:10]([OH:17])=[C:9]([CH2:30][CH:29]=[CH2:28])[CH:8]=1)[CH3:2], predict the reactants needed to synthesize it. The reactants are: [CH2:1]([O:3][C:4](=[O:24])[CH:5]([O:21][CH2:22][CH3:23])[CH2:6][C:7]1[C:16]2[C:11](=[CH:12][CH:13]=[CH:14][CH:15]=2)[C:10]([O:17]CC=C)=[CH:9][CH:8]=1)[CH3:2].C(O[C:28](=O)[CH:29](OCC)[CH2:30]C1C2C(=CC=CC=2)C(O)=CC=1)C.C(Br)C=C.C(=O)([O-])[O-].[K+].[K+].